From a dataset of NCI-60 drug combinations with 297,098 pairs across 59 cell lines. Regression. Given two drug SMILES strings and cell line genomic features, predict the synergy score measuring deviation from expected non-interaction effect. (1) Drug 1: C1CN(CCN1C(=O)CCBr)C(=O)CCBr. Drug 2: CC(C)CN1C=NC2=C1C3=CC=CC=C3N=C2N. Cell line: M14. Synergy scores: CSS=23.0, Synergy_ZIP=-3.58, Synergy_Bliss=-0.193, Synergy_Loewe=-0.905, Synergy_HSA=-1.32. (2) Drug 2: CC1C(C(CC(O1)OC2CC(CC3=C2C(=C4C(=C3O)C(=O)C5=C(C4=O)C(=CC=C5)OC)O)(C(=O)CO)O)N)O.Cl. Cell line: MCF7. Synergy scores: CSS=31.6, Synergy_ZIP=-3.89, Synergy_Bliss=-1.24, Synergy_Loewe=-3.73, Synergy_HSA=0.568. Drug 1: C1CN1P(=S)(N2CC2)N3CC3. (3) Drug 1: CCC1(CC2CC(C3=C(CCN(C2)C1)C4=CC=CC=C4N3)(C5=C(C=C6C(=C5)C78CCN9C7C(C=CC9)(C(C(C8N6C=O)(C(=O)OC)O)OC(=O)C)CC)OC)C(=O)OC)O.OS(=O)(=O)O. Drug 2: C1CN(P(=O)(OC1)NCCCl)CCCl. Cell line: ACHN. Synergy scores: CSS=-6.66, Synergy_ZIP=4.93, Synergy_Bliss=2.51, Synergy_Loewe=-3.58, Synergy_HSA=-4.10. (4) Drug 1: CC=C1C(=O)NC(C(=O)OC2CC(=O)NC(C(=O)NC(CSSCCC=C2)C(=O)N1)C(C)C)C(C)C. Drug 2: CCN(CC)CCNC(=O)C1=C(NC(=C1C)C=C2C3=C(C=CC(=C3)F)NC2=O)C. Cell line: MDA-MB-231. Synergy scores: CSS=26.0, Synergy_ZIP=-3.10, Synergy_Bliss=-2.07, Synergy_Loewe=-55.4, Synergy_HSA=-1.71. (5) Drug 1: C1CC(=O)NC(=O)C1N2CC3=C(C2=O)C=CC=C3N. Drug 2: CC1C(C(CC(O1)OC2CC(CC3=C2C(=C4C(=C3O)C(=O)C5=C(C4=O)C(=CC=C5)OC)O)(C(=O)C)O)N)O.Cl. Cell line: RXF 393. Synergy scores: CSS=12.2, Synergy_ZIP=-0.977, Synergy_Bliss=4.64, Synergy_Loewe=5.31, Synergy_HSA=5.41. (6) Drug 1: CC1=C(C=C(C=C1)NC2=NC=CC(=N2)N(C)C3=CC4=NN(C(=C4C=C3)C)C)S(=O)(=O)N.Cl. Drug 2: CCC1(CC2CC(C3=C(CCN(C2)C1)C4=CC=CC=C4N3)(C5=C(C=C6C(=C5)C78CCN9C7C(C=CC9)(C(C(C8N6C)(C(=O)OC)O)OC(=O)C)CC)OC)C(=O)OC)O.OS(=O)(=O)O. Cell line: SR. Synergy scores: CSS=76.6, Synergy_ZIP=10.2, Synergy_Bliss=11.0, Synergy_Loewe=-14.6, Synergy_HSA=13.2. (7) Drug 1: CC1C(C(CC(O1)OC2CC(CC3=C2C(=C4C(=C3O)C(=O)C5=C(C4=O)C(=CC=C5)OC)O)(C(=O)CO)O)N)O.Cl. Drug 2: CC12CCC3C(C1CCC2OP(=O)(O)O)CCC4=C3C=CC(=C4)OC(=O)N(CCCl)CCCl.[Na+]. Cell line: MDA-MB-435. Synergy scores: CSS=-1.16, Synergy_ZIP=0.210, Synergy_Bliss=0.642, Synergy_Loewe=-2.64, Synergy_HSA=-2.84. (8) Synergy scores: CSS=35.2, Synergy_ZIP=6.39, Synergy_Bliss=6.09, Synergy_Loewe=-9.68, Synergy_HSA=3.07. Cell line: SK-MEL-5. Drug 2: CS(=O)(=O)C1=CC(=C(C=C1)C(=O)NC2=CC(=C(C=C2)Cl)C3=CC=CC=N3)Cl. Drug 1: CCCS(=O)(=O)NC1=C(C(=C(C=C1)F)C(=O)C2=CNC3=C2C=C(C=N3)C4=CC=C(C=C4)Cl)F. (9) Drug 1: C1CCC(CC1)NC(=O)N(CCCl)N=O. Drug 2: CC1C(C(CC(O1)OC2CC(CC3=C2C(=C4C(=C3O)C(=O)C5=C(C4=O)C(=CC=C5)OC)O)(C(=O)CO)O)N)O.Cl. Cell line: CCRF-CEM. Synergy scores: CSS=44.9, Synergy_ZIP=-3.27, Synergy_Bliss=-4.38, Synergy_Loewe=-1.94, Synergy_HSA=-0.838.